From a dataset of Forward reaction prediction with 1.9M reactions from USPTO patents (1976-2016). Predict the product of the given reaction. (1) Given the reactants [CH2:1]([C:3]1[CH:8]=[C:7]([N+:9]([O-])=O)[CH:6]=[CH:5][C:4]=1[OH:12])[CH3:2].Cl, predict the reaction product. The product is: [NH2:9][C:7]1[CH:6]=[CH:5][C:4]([OH:12])=[C:3]([CH2:1][CH3:2])[CH:8]=1. (2) Given the reactants Cl[C:2]1[CH:7]=[CH:6][CH:5]=[CH:4][C:3]=1[C:8]([F:11])([F:10])[F:9].[NH:12]1[CH2:17][CH2:16][NH:15][CH2:14][CH2:13]1.CC(C)([O-])C.[Na+], predict the reaction product. The product is: [F:9][C:8]([F:11])([F:10])[C:3]1[CH:4]=[CH:5][C:6]([N:12]2[CH2:17][CH2:16][NH:15][CH2:14][CH2:13]2)=[CH:7][CH:2]=1. (3) Given the reactants [CH3:1][N:2]1[C:6]2[CH:7]=[C:8]3[C:13](=[CH:14][C:5]=2[N:4]([CH3:16])[C:3]1=[O:17])[C:12](=[O:15])[CH2:11][CH2:10][CH2:9]3.[C:18]([OH:21])(=[O:20])C.[H-].[Na+].O.O1CC[CH2:27][CH2:26]1, predict the reaction product. The product is: [CH3:1][N:2]1[C:6]2[CH:7]=[C:8]3[C:13](=[CH:14][C:5]=2[N:4]([CH3:16])[C:3]1=[O:17])[C:12](=[O:15])[CH:11]([C:18]([O:21][CH2:26][CH3:27])=[O:20])[CH2:10][CH2:9]3. (4) Given the reactants [CH3:1][O:2][C:3]1[N:8]=[C:7]([NH2:9])[CH:6]=[CH:5][C:4]=1[C:10]1[CH:11]=[N:12][N:13]([CH3:15])[CH:14]=1.Cl[C:17]1[CH:18]=[CH:19][C:20]2[CH2:21][N:22]([CH3:34])[CH2:23][C@@H:24]([C:28]3[CH:33]=[CH:32][CH:31]=[CH:30][CH:29]=3)[O:25][C:26]=2[N:27]=1.C(=O)([O-])[O-].[Cs+].[Cs+].COCCOC, predict the reaction product. The product is: [CH3:1][O:2][C:3]1[N:8]=[C:7]([NH:9][C:17]2[CH:18]=[CH:19][C:20]3[CH2:21][N:22]([CH3:34])[CH2:23][C@@H:24]([C:28]4[CH:29]=[CH:30][CH:31]=[CH:32][CH:33]=4)[O:25][C:26]=3[N:27]=2)[CH:6]=[CH:5][C:4]=1[C:10]1[CH:11]=[N:12][N:13]([CH3:15])[CH:14]=1. (5) Given the reactants [CH2:1]([N:8]1[CH2:13][C:12](=[O:14])[CH2:11][C:10](=O)[CH2:9]1)[C:2]1[CH:7]=[CH:6][CH:5]=[CH:4][CH:3]=1.[NH3:16].[S:17]1(=[O:25])(=[O:24])[CH2:22][CH2:21][CH2:20][C:19](=O)[CH2:18]1.[Br:26][C:27]1[CH:28]=[C:29]([CH:32]=[CH:33][C:34]=1[F:35])[CH:30]=O, predict the reaction product. The product is: [CH2:1]([N:8]1[CH2:9][C:10]2[NH:16][C:19]3[CH2:20][CH2:21][CH2:22][S:17](=[O:25])(=[O:24])[C:18]=3[CH:30]([C:29]3[CH:32]=[CH:33][C:34]([F:35])=[C:27]([Br:26])[CH:28]=3)[C:11]=2[C:12](=[O:14])[CH2:13]1)[C:2]1[CH:3]=[CH:4][CH:5]=[CH:6][CH:7]=1. (6) The product is: [CH3:7][O:8][C:9]([C:11]1[CH:12]=[C:13]([CH3:32])[C:14]2[O:20][C:19]3[C:21]([NH:25][CH2:26][CH2:27][N:1]4[CH2:6][CH2:5][O:4][CH2:3][CH2:2]4)=[CH:22][CH:23]=[CH:24][C:18]=3[CH2:17][S:16](=[O:29])(=[O:30])[C:15]=2[CH:31]=1)=[O:10]. Given the reactants [NH:1]1[CH2:6][CH2:5][O:4][CH2:3][CH2:2]1.[CH3:7][O:8][C:9]([C:11]1[CH:12]=[C:13]([CH3:32])[C:14]2[O:20][C:19]3[C:21]([NH:25][CH2:26][CH2:27]Cl)=[CH:22][CH:23]=[CH:24][C:18]=3[CH2:17][S:16](=[O:30])(=[O:29])[C:15]=2[CH:31]=1)=[O:10], predict the reaction product.